This data is from Full USPTO retrosynthesis dataset with 1.9M reactions from patents (1976-2016). The task is: Predict the reactants needed to synthesize the given product. Given the product [Cl:1][C:2]1[CH:7]=[C:6]([O:8][C:9]2[C:10]3[N:17]([CH3:18])[CH:16]=[CH:15][C:11]=3[N:12]=[CH:13][N:14]=2)[CH:5]=[CH:4][C:3]=1[NH:19][C:20]([NH:22][CH:23]1[CH2:28][CH2:27][CH2:26][N:25]([CH3:29])[CH2:24]1)=[O:21], predict the reactants needed to synthesize it. The reactants are: [Cl:1][C:2]1[CH:7]=[C:6]([O:8][C:9]2[C:10]3[N:17]([CH3:18])[CH:16]=[CH:15][C:11]=3[N:12]=[CH:13][N:14]=2)[CH:5]=[CH:4][C:3]=1[NH:19][C:20]([NH:22][CH:23]1[CH2:28][CH2:27][CH2:26][N:25]([C:29](OC(C)(C)C)=O)[CH2:24]1)=[O:21].C(O)=O.[OH-].[Na+].